From a dataset of Reaction yield outcomes from USPTO patents with 853,638 reactions. Predict the reaction yield, written as a fraction of the theoretical maximum amount of product (1.0 means a 100% yield; for example, 0.34 means a 34% yield). (1) The reactants are [H-].[K+:2].[CH3:3][Si:4]([CH3:14])([CH3:13])[O:5][CH2:6][CH2:7][C:8]1[CH2:12][CH:11]=[CH:10][CH:9]=1. The catalyst is O1CCCC1. The product is [CH3:13][Si:4]([CH3:3])([CH3:14])[O:5][CH2:6][CH2:7][C-:8]1[CH:12]=[CH:11][CH:10]=[CH:9]1.[K+:2]. The yield is 0.810. (2) The product is [C:2]([O:5][C:6]([N:8]1[CH2:9][C:10](=[O:11])[CH2:12][C@H:13]1[C:14]([N:21]1[CH2:22][C:19]([F:23])([F:18])[CH2:20]1)=[O:16])=[O:7])([CH3:1])([CH3:3])[CH3:4]. The yield is 0.840. The reactants are [CH3:1][C:2]([O:5][C:6]([N:8]1[C@H:13]([C:14]([OH:16])=O)[CH2:12][C:10](=[O:11])[CH2:9]1)=[O:7])([CH3:4])[CH3:3].Cl.[F:18][C:19]1([F:23])[CH2:22][NH:21][CH2:20]1.CCN(C(C)C)C(C)C.C1C=CC2N(O)N=NC=2C=1.CCN=C=NCCCN(C)C.Cl.C(=O)(O)[O-].[Na+]. The catalyst is C(Cl)Cl. (3) The reactants are Cl.FC1C=C(C=CC=1)CN1C=C(C2C3C(=NC=C(C4C=CC(C5CCNCC5)=CC=4)C=3)N(S(C3C=CC(C)=CC=3)(=O)=O)C=2)C=N1.[F:46][C:47]1[CH:48]=[C:49]([CH:99]=[C:100]([F:102])[CH:101]=1)[CH2:50][N:51]1[CH:55]=[CH:54][C:53]([C:56]2[C:64]3[C:59](=[N:60][CH:61]=[C:62]([C:65]4[CH:70]=[CH:69][C:68]([N:71]5[CH2:76][CH2:75][N:74]([C:77]([O:79][C:80]([CH3:83])([CH3:82])[CH3:81])=[O:78])[CH2:73][CH2:72]5)=[C:67]([NH:84][S:85]([CH3:88])(=[O:87])=[O:86])[CH:66]=4)[CH:63]=3)[N:58](S(C3C=CC(C)=CC=3)(=O)=O)[CH:57]=2)=[N:52]1.[OH-].[Li+]. The catalyst is C1COCC1.CO.O. The product is [F:46][C:47]1[CH:48]=[C:49]([CH:99]=[C:100]([F:102])[CH:101]=1)[CH2:50][N:51]1[CH:55]=[CH:54][C:53]([C:56]2[C:64]3[C:59](=[N:60][CH:61]=[C:62]([C:65]4[CH:70]=[CH:69][C:68]([N:71]5[CH2:72][CH2:73][N:74]([C:77]([O:79][C:80]([CH3:83])([CH3:82])[CH3:81])=[O:78])[CH2:75][CH2:76]5)=[C:67]([NH:84][S:85]([CH3:88])(=[O:87])=[O:86])[CH:66]=4)[CH:63]=3)[NH:58][CH:57]=2)=[N:52]1. The yield is 0.790. (4) The product is [C:28]([C:10]1[CH:11]=[C:12]2[C:17](=[CH:18][C:9]=1[O:8][CH2:1][C:2]1[CH:7]=[CH:6][CH:5]=[CH:4][CH:3]=1)[N:16]=[CH:15][CH:14]=[C:13]2[O:19][C:20]1[CH:25]=[CH:24][C:23]([NH:26][C:30](=[O:38])[O:31][C:32]2[CH:37]=[CH:36][CH:35]=[CH:34][CH:33]=2)=[C:22]([F:27])[CH:21]=1)#[N:29]. The catalyst is CN(C)C=O.N1C=CC=CC=1. The reactants are [CH2:1]([O:8][C:9]1[CH:18]=[C:17]2[C:12]([C:13]([O:19][C:20]3[CH:25]=[CH:24][C:23]([NH2:26])=[C:22]([F:27])[CH:21]=3)=[CH:14][CH:15]=[N:16]2)=[CH:11][C:10]=1[C:28]#[N:29])[C:2]1[CH:7]=[CH:6][CH:5]=[CH:4][CH:3]=1.[C:30](Cl)(=[O:38])[O:31][C:32]1[CH:37]=[CH:36][CH:35]=[CH:34][CH:33]=1.O.C1(C)C=CC=CC=1. The yield is 0.560. (5) The reactants are [F:1][C:2]1[C:10]2[O:9][C:8]([NH:11][C:12]3[CH:17]=[CH:16][CH:15]=[CH:14][C:13]=3[CH3:18])=[N:7][C:6]=2[CH:5]=[CH:4][C:3]=1[CH2:19][C:20]([N:22]1[CH2:26][C@@H:25]([F:27])[CH2:24][C@H:23]1[CH2:28][O:29][C:30]1[CH:39]=[CH:38][C:33]([C:34]([O:36]C)=[O:35])=[CH:32][CH:31]=1)=[O:21].[OH-].[Na+]. The catalyst is C1COCC1. The product is [F:1][C:2]1[C:10]2[O:9][C:8]([NH:11][C:12]3[CH:17]=[CH:16][CH:15]=[CH:14][C:13]=3[CH3:18])=[N:7][C:6]=2[CH:5]=[CH:4][C:3]=1[CH2:19][C:20]([N:22]1[CH2:26][C@@H:25]([F:27])[CH2:24][C@H:23]1[CH2:28][O:29][C:30]1[CH:31]=[CH:32][C:33]([C:34]([OH:36])=[O:35])=[CH:38][CH:39]=1)=[O:21]. The yield is 0.830. (6) The reactants are [O:1]=[C:2]1[CH2:11][CH2:10][C@@H:9]2[C@@H:4]([CH2:5][C@@H:6]([C:19]([OH:21])=[O:20])[N:7]([C:12]([O:14][C:15]([CH3:18])([CH3:17])[CH3:16])=[O:13])[CH2:8]2)[CH2:3]1.O.O.O.O.O.O.O.[Cl-].[Cl-].[Cl-].[Ce+3].[C:33](O)(=O)[CH3:34]. The catalyst is C(O)C. The product is [CH2:33]([O:20][C:19]([C@@H:6]1[CH2:5][C@@H:4]2[C@@H:9]([CH2:10][CH2:11][C@H:2]([OH:1])[CH2:3]2)[CH2:8][N:7]1[C:12]([O:14][C:15]([CH3:16])([CH3:17])[CH3:18])=[O:13])=[O:21])[CH3:34]. The yield is 0.350.